Dataset: Reaction yield outcomes from USPTO patents with 853,638 reactions. Task: Predict the reaction yield, written as a fraction of the theoretical maximum amount of product (1.0 means a 100% yield; for example, 0.34 means a 34% yield). The catalyst is CO.C(Cl)Cl. The product is [NH2:32][C:8]([C:5]1[S:6][CH:7]=[C:3]([Br:2])[CH:4]=1)([CH3:9])[CH2:10][C:11](=[CH2:12])[CH2:13][OH:14]. The reactants are Cl.[Br:2][C:3]1[CH:4]=[C:5]([C:8]([NH:32]S(C(C)(C)C)=O)([CH2:10][C:11]([CH2:13][O:14][Si](C(C)(C)C)(C2C=CC=CC=2)C2C=CC=CC=2)=[CH2:12])[CH3:9])[S:6][CH:7]=1. The yield is 0.644.